Dataset: Full USPTO retrosynthesis dataset with 1.9M reactions from patents (1976-2016). Task: Predict the reactants needed to synthesize the given product. (1) Given the product [C:36]([O:35][C:33]([CH2:32][CH2:31][NH:30][C:2]1[C:28]([CH3:29])=[CH:27][C:5]2[N:6]=[C:7]3[C:12]([N:13]([CH2:14][CH2:15][N:16]4[CH2:21][CH2:20][CH:19]([C:22]([OH:24])=[O:23])[CH2:18][CH2:17]4)[C:4]=2[CH:3]=1)=[N:11][C:10](=[O:25])[NH:9][C:8]3=[O:26])=[O:34])([CH3:39])([CH3:38])[CH3:37], predict the reactants needed to synthesize it. The reactants are: Cl[C:2]1[C:28]([CH3:29])=[CH:27][C:5]2[N:6]=[C:7]3[C:12]([N:13]([CH2:14][CH2:15][N:16]4[CH2:21][CH2:20][CH:19]([C:22]([OH:24])=[O:23])[CH2:18][CH2:17]4)[C:4]=2[CH:3]=1)=[N:11][C:10](=[O:25])[NH:9][C:8]3=[O:26].[NH2:30][CH2:31][CH2:32][C:33]([O:35][C:36]([CH3:39])([CH3:38])[CH3:37])=[O:34]. (2) The reactants are: [C:1]([O:5][C:6]([CH2:8][C@:9](C(=O)C1C=CC=CC=1)([C@:11](C(=O)C1C=CC=CC=1)([CH2:13][OH:14])[OH:12])[OH:10])=[O:7])([CH3:4])([CH3:3])[CH3:2].CO.C[O-].[Na+].[Cl-].[NH4+]. Given the product [C:1]([O:5][C:6]([CH2:8][C@H:9]([C@H:11]([CH2:13][OH:14])[OH:12])[OH:10])=[O:7])([CH3:4])([CH3:3])[CH3:2], predict the reactants needed to synthesize it. (3) The reactants are: [NH2:1][C:2]1[CH:7]=[CH:6][C:5]([C:8]2[C:9]3[CH:18]=[CH:17][N:16]([S:19]([C:22]4[CH:27]=[CH:26][C:25]([CH3:28])=[CH:24][CH:23]=4)(=[O:21])=[O:20])[C:10]=3[C:11](=[O:15])[N:12]([CH3:14])[CH:13]=2)=[C:4]([O:29][CH2:30][CH:31]2[CH2:33][CH2:32]2)[C:3]=1[N+:34]([O-])=O.[Cl-].[NH4+]. Given the product [NH2:34][C:3]1[C:4]([O:29][CH2:30][CH:31]2[CH2:33][CH2:32]2)=[C:5]([C:8]2[C:9]3[CH:18]=[CH:17][N:16]([S:19]([C:22]4[CH:27]=[CH:26][C:25]([CH3:28])=[CH:24][CH:23]=4)(=[O:21])=[O:20])[C:10]=3[C:11](=[O:15])[N:12]([CH3:14])[CH:13]=2)[CH:6]=[CH:7][C:2]=1[NH2:1], predict the reactants needed to synthesize it. (4) Given the product [C:21]([C:25]1[CH:26]=[C:27]2[C:32](=[C:33]([F:35])[CH:34]=1)[C:31](=[O:36])[N:30]([C:37]1[C:45]([CH2:44][OH:43])=[C:41]([N:16]3[C:14]4=[N:15][C:10]([C:7]5[CH:8]=[N:9][C:4]([O:3][CH2:1][CH3:2])=[CH:5][CH:6]=5)=[CH:11][CH:12]=[C:13]4[C:18]([C:19]#[N:20])=[CH:17]3)[CH:40]=[CH:39][CH:38]=1)[N:29]=[CH:28]2)([CH3:24])([CH3:22])[CH3:23], predict the reactants needed to synthesize it. The reactants are: [CH2:1]([O:3][C:4]1[N:9]=[CH:8][C:7]([C:10]2[N:15]=[C:14]3[NH:16][CH:17]=[C:18]([C:19]#[N:20])[C:13]3=[CH:12][CH:11]=2)=[CH:6][CH:5]=1)[CH3:2].[C:21]([C:25]1[CH:26]=[C:27]2[C:32](=[C:33]([F:35])[CH:34]=1)[C:31](=[O:36])[N:30]([C:37]1[C:45]3[CH2:44][O:43]B(O)[C:41]=3[CH:40]=[CH:39][CH:38]=1)[N:29]=[CH:28]2)([CH3:24])([CH3:23])[CH3:22].N1C=CC=CC=1.[NH4+].[Cl-]. (5) Given the product [OH:2][C:3]1[CH:4]=[C:5]([C:10]([C@@H:12]2[C@:21]3([CH3:22])[C@H:16]([C:17]([CH3:23])([CH3:24])[CH2:18][CH2:19][CH2:20]3)[CH2:15][CH:14]([C:25]([NH2:27])=[O:26])[C@H:13]2[CH3:28])=[O:11])[CH:6]=[C:7]([CH3:9])[CH:8]=1, predict the reactants needed to synthesize it. The reactants are: C[O:2][C:3]1[CH:4]=[C:5]([C:10]([C@@H:12]2[C@:21]3([CH3:22])[C@H:16]([C:17]([CH3:24])([CH3:23])[CH2:18][CH2:19][CH2:20]3)[CH2:15][CH:14]([C:25]([NH2:27])=[O:26])[CH:13]2[CH3:28])=[O:11])[CH:6]=[C:7]([CH3:9])[CH:8]=1.B(Br)(Br)Br.CO.